From a dataset of Full USPTO retrosynthesis dataset with 1.9M reactions from patents (1976-2016). Predict the reactants needed to synthesize the given product. (1) Given the product [C:33]([OH:40])(=[O:39])/[CH:34]=[CH:35]/[C:36]([OH:38])=[O:37].[NH2:2][C@@H:3]([CH2:14][C:15]1[CH:20]=[CH:19][C:18]([O:21][C:22]([O:24][CH2:25][CH3:26])=[O:23])=[C:17]([O:27][C:28]([O:30][CH2:31][CH3:32])=[O:29])[CH:16]=1)[C:4]([O:6][C@H:7]([CH3:13])[CH2:8][O:9][C:10](=[O:12])[CH3:11])=[O:5], predict the reactants needed to synthesize it. The reactants are: Cl.[NH2:2][C@@H:3]([CH2:14][C:15]1[CH:20]=[CH:19][C:18]([O:21][C:22]([O:24][CH2:25][CH3:26])=[O:23])=[C:17]([O:27][C:28]([O:30][CH2:31][CH3:32])=[O:29])[CH:16]=1)[C:4]([O:6][C@H:7]([CH3:13])[CH2:8][O:9][C:10](=[O:12])[CH3:11])=[O:5].[C:33]([OH:40])(=[O:39])/[CH:34]=[CH:35]/[C:36]([OH:38])=[O:37]. (2) Given the product [ClH:3].[ClH:1].[Cl:3][C:4]1[CH:5]=[CH:6][C:7]([C@@H:10]([C@@H:34]2[CH2:38][CH2:37][CH2:36][N:35]2[CH3:42])[C:11]([N:13]2[CH2:14][CH2:15][N:16]([C:19]3[C:24]([C:25]4[CH:30]=[CH:29][CH:28]=[CH:27][CH:26]=4)=[CH:23][N:22]=[C:21]4[NH:31][CH:32]=[CH:33][C:20]=34)[CH2:17][CH2:18]2)=[O:12])=[CH:8][CH:9]=1, predict the reactants needed to synthesize it. The reactants are: [ClH:1].Cl.[Cl:3][C:4]1[CH:9]=[CH:8][C:7]([C@@H:10]([C@@H:34]2[CH2:38][CH2:37][CH2:36][NH:35]2)[C:11]([N:13]2[CH2:18][CH2:17][N:16]([C:19]3[C:24]([C:25]4[CH:30]=[CH:29][CH:28]=[CH:27][CH:26]=4)=[CH:23][N:22]=[C:21]4[NH:31][CH:32]=[CH:33][C:20]=34)[CH2:15][CH2:14]2)=[O:12])=[CH:6][CH:5]=1.C=O.[BH3-][C:42]#N.[Na+].CN.C([O-])(O)=O.[Na+]. (3) Given the product [CH3:14][C:4]1[C:3]([CH:15]([CH2:20][CH2:21][CH3:22])[C:16]([O:18][CH3:19])=[O:17])=[C:2]([C:27]2[CH:28]=[CH:29][C:24]([CH3:23])=[CH:25][CH:26]=2)[N:7]2[N:8]=[C:9]([CH2:11][CH2:12][CH3:13])[CH:10]=[C:6]2[N:5]=1, predict the reactants needed to synthesize it. The reactants are: Cl[C:2]1[N:7]2[N:8]=[C:9]([CH2:11][CH2:12][CH3:13])[CH:10]=[C:6]2[N:5]=[C:4]([CH3:14])[C:3]=1[CH:15]([CH2:20][CH2:21][CH3:22])[C:16]([O:18][CH3:19])=[O:17].[CH3:23][C:24]1[CH:29]=[CH:28][C:27](B(O)O)=[CH:26][CH:25]=1.C(N(C(C)C)CC)(C)C. (4) Given the product [CH2:18]([CH:25]1[CH2:29][O:28][C:27](=[O:30])[N:26]1[C:11](=[O:13])[CH:10]=[C:9]([C:4]1[CH:5]=[C:6]([F:8])[CH:7]=[C:2]([F:1])[CH:3]=1)[C:14]([F:17])([F:16])[F:15])[C:19]1[CH:20]=[CH:21][CH:22]=[CH:23][CH:24]=1, predict the reactants needed to synthesize it. The reactants are: [F:1][C:2]1[CH:3]=[C:4](/[C:9](/[C:14]([F:17])([F:16])[F:15])=[CH:10]\[C:11]([OH:13])=O)[CH:5]=[C:6]([F:8])[CH:7]=1.[CH2:18]([C@H:25]1[CH2:29][O:28][C:27](=[O:30])[NH:26]1)[C:19]1[CH:24]=[CH:23][CH:22]=[CH:21][CH:20]=1. (5) Given the product [Cl:1][C:2]1[CH:3]=[C:4]([C:9]2[C:14]([C:15]([NH:17][CH2:18][CH2:19][CH2:20][C:21]3[CH:26]=[CH:25][CH:24]=[CH:23][CH:22]=3)=[O:16])=[C:13]([CH3:27])[N:12]=[C:11]([O:42][C:31]3[CH:36]=[CH:35][CH:34]=[CH:33][CH:32]=3)[N:10]=2)[CH:5]=[C:6]([Cl:8])[CH:7]=1, predict the reactants needed to synthesize it. The reactants are: [Cl:1][C:2]1[CH:3]=[C:4]([C:9]2[C:14]([C:15]([NH:17][CH2:18][CH2:19][CH2:20][C:21]3[CH:26]=[CH:25][CH:24]=[CH:23][CH:22]=3)=[O:16])=[C:13]([CH3:27])[N:12]=[C:11](SC)[N:10]=2)[CH:5]=[C:6]([Cl:8])[CH:7]=1.Cl[C:31]1[CH:36]=[CH:35][CH:34]=[C:33](C(OO)=O)[CH:32]=1.S(=O)(O)[O-:42].[Na+]. (6) Given the product [ClH:35].[CH2:1]([C:5]1[N:6]=[C:7]2[CH:34]=[CH:33][CH:32]=[CH:31][N:8]2[C:9](=[O:30])[C:10]=1[C:11]1[CH:12]=[CH:13][C:14]([NH:17][CH:18]2[CH2:22][CH2:21][NH:20][CH2:19]2)=[CH:15][CH:16]=1)[CH2:2][CH2:3][CH3:4], predict the reactants needed to synthesize it. The reactants are: [CH2:1]([C:5]1[N:6]=[C:7]2[CH:34]=[CH:33][CH:32]=[CH:31][N:8]2[C:9](=[O:30])[C:10]=1[C:11]1[CH:16]=[CH:15][C:14]([NH:17][CH:18]2[CH2:22][CH2:21][N:20](C(OC(C)(C)C)=O)[CH2:19]2)=[CH:13][CH:12]=1)[CH2:2][CH2:3][CH3:4].[ClH:35]. (7) Given the product [S:33]1[CH:34]=[C:30]([NH:29][C:28]([O:27][C:24]2[CH:25]=[CH:26][C:21]([C:18]3[CH:17]=[CH:16][C:15]([S:12]([NH:11][CH:7]([CH:8]([CH3:9])[CH3:10])[C:6]([OH:40])=[O:5])(=[O:14])=[O:13])=[CH:20][CH:19]=3)=[CH:22][CH:23]=2)=[O:39])[C:31]2[CH:38]=[CH:37][CH:36]=[CH:35][C:32]1=2, predict the reactants needed to synthesize it. The reactants are: C([O:5][C:6](=[O:40])[CH:7]([NH:11][S:12]([C:15]1[CH:20]=[CH:19][C:18]([C:21]2[CH:26]=[CH:25][C:24]([O:27][C:28](=[O:39])[NH:29][C:30]3[C:31]4[CH:38]=[CH:37][CH:36]=[CH:35][C:32]=4[S:33][CH:34]=3)=[CH:23][CH:22]=2)=[CH:17][CH:16]=1)(=[O:14])=[O:13])[CH:8]([CH3:10])[CH3:9])(C)(C)C.C(O)(C(F)(F)F)=O. (8) Given the product [CH3:24][O:23][C:21]1[CH:20]=[C:19]([CH2:25][C:26]([N:5]2[C@@H:4]([CH:1]([CH3:3])[CH3:2])[CH2:8][O:7][C:6]2=[O:9])=[O:27])[CH:18]=[C:17]([O:16][CH3:15])[CH:22]=1, predict the reactants needed to synthesize it. The reactants are: [CH:1]([C@H:4]1[CH2:8][O:7][C:6](=[O:9])[NH:5]1)([CH3:3])[CH3:2].C([Li])CCC.[CH3:15][O:16][C:17]1[CH:18]=[C:19]([CH2:25][C:26](Cl)=[O:27])[CH:20]=[C:21]([O:23][CH3:24])[CH:22]=1.CCCCCC.